This data is from Full USPTO retrosynthesis dataset with 1.9M reactions from patents (1976-2016). The task is: Predict the reactants needed to synthesize the given product. (1) Given the product [Br:44][C:42]1[CH:41]=[CH:40][C:38]2[O:39][C:34]3[C:33](=[O:45])[NH:32][C:31]([C:28]4[CH:29]=[CH:30][C:25]([NH:24][CH2:14][CH:12]5[CH2:5][CH2:8][NH:9][CH2:10][CH2:11]5)=[CH:26][C:27]=4[CH3:46])=[N:36][C:35]=3[C:37]=2[CH:43]=1, predict the reactants needed to synthesize it. The reactants are: NC1C=C[C:5]([C:8]2[NH:9][C:10](=O)[C:11]3OC4C=CC(Br)=C[C:14]=4[C:12]=3N=2)=C(Cl)C=1.[NH2:24][C:25]1[CH:30]=[CH:29][C:28]([C:31]2[NH:32][C:33](=[O:45])[C:34]3[O:39][C:38]4[CH:40]=[CH:41][C:42]([Br:44])=[CH:43][C:37]=4[C:35]=3[N:36]=2)=[C:27]([CH3:46])[CH:26]=1. (2) Given the product [ClH:54].[ClH:54].[O:27]1[C:28]2[C:33](=[CH:32][CH:31]=[CH:30][CH:29]=2)[C@H:24]([NH:23][C:22]([C@@H:21]2[CH2:20][N:19]3[CH2:35][C:36]([F:38])([F:39])[CH2:37][C@@H:18]3[CH2:17][N:16]2[C:14](=[O:15])[C@@H:13]([NH:12][C:10](=[O:11])[C@H:9]([CH3:46])[NH:7][CH3:6])[C:40]2[CH:45]=[CH:44][CH:43]=[CH:42][CH:41]=2)=[O:34])[CH2:25][CH2:26]1, predict the reactants needed to synthesize it. The reactants are: C(O[C:6](=O)[N:7]([C@@H:9]([CH3:46])[C:10]([NH:12][C@@H:13]([C:40]1[CH:45]=[CH:44][CH:43]=[CH:42][CH:41]=1)[C:14]([N:16]1[C@H:21]([C:22](=[O:34])[NH:23][C@H:24]2[C:33]3[C:28](=[CH:29][CH:30]=[CH:31][CH:32]=3)[O:27][CH2:26][CH2:25]2)[CH2:20][N:19]2[CH2:35][C:36]([F:39])([F:38])[CH2:37][C@@H:18]2[CH2:17]1)=[O:15])=[O:11])C)(C)(C)C.C(OCC)(=O)C.[ClH:54].